Dataset: Reaction yield outcomes from USPTO patents with 853,638 reactions. Task: Predict the reaction yield, written as a fraction of the theoretical maximum amount of product (1.0 means a 100% yield; for example, 0.34 means a 34% yield). (1) The reactants are [Li+].C[Si]([N-][Si](C)(C)C)(C)C.[C:11]([C:14]1[CH:19]=[CH:18][CH:17]=[CH:16][CH:15]=1)(=[O:13])[CH3:12].CC([C:24]([N:26]1[CH2:31][CH2:30][CH:29]([CH:32]=O)[CH2:28][CH2:27]1)=[O:25])(C)C.C(O)(=O)[CH2:35][C:36]([CH2:41]C(O)=O)([C:38](O)=O)O.C(N(CC)CC)C.CS(Cl)(=O)=[O:56].C([O-])(O)=O.[Na+]. The catalyst is C1COCC1.C(Cl)Cl.CCOC(C)=O. The product is [O:13]=[C:11]([C:14]1[CH:19]=[CH:18][CH:17]=[CH:16][CH:15]=1)/[CH:12]=[CH:32]/[CH:29]1[CH2:28][CH2:27][N:26]([C:24]([O:25][C:36]([CH3:41])([CH3:38])[CH3:35])=[O:56])[CH2:31][CH2:30]1. The yield is 0.780. (2) The reactants are [F:1][CH2:2][C:3]1[N:8]=[C:7]([C:9]#[C:10][CH2:11][CH2:12][OH:13])[CH:6]=[CH:5][CH:4]=1.[CH3:14][S:15](Cl)(=[O:17])=[O:16]. No catalyst specified. The product is [CH3:14][S:15]([O:13][CH2:12][CH2:11][C:10]#[C:9][C:7]1[CH:6]=[CH:5][CH:4]=[C:3]([CH2:2][F:1])[N:8]=1)(=[O:17])=[O:16]. The yield is 0.780. (3) The reactants are [CH3:1][O:2][C:3]1[CH:8]=[CH:7][C:6]([CH2:9][CH2:10][NH2:11])=[CH:5][CH:4]=1.[C:12](OC(=O)C)(=[O:14])[CH3:13].C(N(CC)CC)C. The catalyst is C(Cl)(Cl)Cl. The product is [CH3:1][O:2][C:3]1[CH:8]=[CH:7][C:6]([CH2:9][CH2:10][NH:11][C:12](=[O:14])[CH3:13])=[CH:5][CH:4]=1. The yield is 0.939. (4) The reactants are [F:1][C:2]1[C:32]([F:33])=[CH:31][C:5]2[NH:6][C:7]([CH2:9][CH:10]3[CH2:15][CH2:14][CH2:13][CH2:12][N:11]3[C:16]([C:18]3[N:19]=[C:20]([CH3:30])[S:21][C:22]=3[C:23]3[CH:28]=[CH:27][C:26]([F:29])=[CH:25][CH:24]=3)=[O:17])=[N:8][C:4]=2[CH:3]=1.[H-].[Na+].Br[CH2:37][CH2:38][O:39][CH3:40].C(N(CC)C(C)C)(C)C. The catalyst is CN(C=O)C.[I-].[K+]. The product is [F:1][C:2]1[C:32]([F:33])=[CH:31][C:5]2[N:6]([CH2:37][CH2:38][O:39][CH3:40])[C:7]([CH2:9][CH:10]3[CH2:15][CH2:14][CH2:13][CH2:12][N:11]3[C:16]([C:18]3[N:19]=[C:20]([CH3:30])[S:21][C:22]=3[C:23]3[CH:28]=[CH:27][C:26]([F:29])=[CH:25][CH:24]=3)=[O:17])=[N:8][C:4]=2[CH:3]=1. The yield is 0.650.